From a dataset of Peptide-MHC class I binding affinity with 185,985 pairs from IEDB/IMGT. Regression. Given a peptide amino acid sequence and an MHC pseudo amino acid sequence, predict their binding affinity value. This is MHC class I binding data. (1) The MHC is HLA-A02:01 with pseudo-sequence HLA-A02:01. The peptide sequence is YMDDRDINP. The binding affinity (normalized) is 0.0565. (2) The peptide sequence is KAIGTVLV. The MHC is HLA-B44:02 with pseudo-sequence HLA-B44:02. The binding affinity (normalized) is 0.0689. (3) The peptide sequence is RVGIYFGMK. The MHC is HLA-A02:12 with pseudo-sequence HLA-A02:12. The binding affinity (normalized) is 0.0847. (4) The peptide sequence is TASQPRLRR. The MHC is HLA-A11:01 with pseudo-sequence HLA-A11:01. The binding affinity (normalized) is 0.104. (5) The peptide sequence is TAAIMLASY. The binding affinity (normalized) is 1.00. The MHC is HLA-B35:01 with pseudo-sequence HLA-B35:01. (6) The MHC is HLA-B15:42 with pseudo-sequence HLA-B15:42. The binding affinity (normalized) is 0.213. The peptide sequence is LEEDIQHFL. (7) The peptide sequence is EPGPSGLLI. The MHC is HLA-B15:17 with pseudo-sequence HLA-B15:17. The binding affinity (normalized) is 0.0847.